This data is from Forward reaction prediction with 1.9M reactions from USPTO patents (1976-2016). The task is: Predict the product of the given reaction. (1) Given the reactants [Cl:1][C:2]1[CH:7]=[CH:6][N:5]=[C:4]([CH2:8][NH:9][C:10]2[O:11][C:12]3[C:18]([O:19][CH3:20])=[CH:17][C:16]([C:21]([OH:23])=O)=[CH:15][C:13]=3[N:14]=2)[CH:3]=1.[CH:24]1([O:27][C@H:28]2[CH2:32][NH:31][C@H:30]([CH2:33][OH:34])[CH2:29]2)[CH2:26][CH2:25]1.C(N(CC)C(C)C)(C)C.CN(C(ON1N=NC2C=CC=NC1=2)=[N+](C)C)C.F[P-](F)(F)(F)(F)F, predict the reaction product. The product is: [Cl:1][C:2]1[CH:7]=[CH:6][N:5]=[C:4]([CH2:8][NH:9][C:10]2[O:11][C:12]3[C:18]([O:19][CH3:20])=[CH:17][C:16]([C:21]([N:31]4[CH2:32][C@H:28]([O:27][CH:24]5[CH2:25][CH2:26]5)[CH2:29][C@H:30]4[CH2:33][OH:34])=[O:23])=[CH:15][C:13]=3[N:14]=2)[CH:3]=1. (2) Given the reactants [CH:1]1([N:4]2[CH2:9][CH2:8][NH:7][CH2:6][CH2:5]2)[CH2:3][CH2:2]1.[Cl:10][C:11]1[CH:24]=[CH:23][C:14]([C:15]([N:17]2[CH2:22][CH2:21][CH2:20][CH2:19][CH2:18]2)=[O:16])=[CH:13][N:12]=1, predict the reaction product. The product is: [ClH:10].[CH:1]1([N:4]2[CH2:9][CH2:8][N:7]([C:11]3[N:12]=[CH:13][C:14]([C:15]([N:17]4[CH2:22][CH2:21][CH2:20][CH2:19][CH2:18]4)=[O:16])=[CH:23][CH:24]=3)[CH2:6][CH2:5]2)[CH2:3][CH2:2]1.